The task is: Predict the product of the given reaction.. This data is from Forward reaction prediction with 1.9M reactions from USPTO patents (1976-2016). Given the reactants Cl[C:2]1[CH:11]=[CH:10][C:9]2[C:4](=[CH:5][C:6]([C:13]3[CH:18]=[CH:17][C:16]([O:19][CH3:20])=[CH:15][CH:14]=3)=[N:7][C:8]=2[Cl:12])[N:3]=1.C(=O)(O)[O-:22].[Na+], predict the reaction product. The product is: [Cl:12][C:8]1[N:7]=[C:6]([C:13]2[CH:18]=[CH:17][C:16]([O:19][CH3:20])=[CH:15][CH:14]=2)[CH:5]=[C:4]2[C:9]=1[CH:10]=[CH:11][C:2](=[O:22])[NH:3]2.